From a dataset of Peptide-MHC class II binding affinity with 134,281 pairs from IEDB. Regression. Given a peptide amino acid sequence and an MHC pseudo amino acid sequence, predict their binding affinity value. This is MHC class II binding data. (1) The peptide sequence is LGQTIRNSRWSSPDN. The MHC is DRB1_0301 with pseudo-sequence DRB1_0301. The binding affinity (normalized) is 0.235. (2) The peptide sequence is FIKVRQYDQILIEICGKKAIGTV. The MHC is HLA-DQA10501-DQB10301 with pseudo-sequence HLA-DQA10501-DQB10301. The binding affinity (normalized) is 0.224. (3) The peptide sequence is PSMGRDIKVQFQSGG. The MHC is DRB1_0101 with pseudo-sequence DRB1_0101. The binding affinity (normalized) is 0.0478. (4) The peptide sequence is CTDKMFFVKNPTDTG. The MHC is HLA-DQA10501-DQB10402 with pseudo-sequence HLA-DQA10501-DQB10402. The binding affinity (normalized) is 0.666. (5) The peptide sequence is ITAMSEVQKVSQPAT. The MHC is DRB3_0101 with pseudo-sequence DRB3_0101. The binding affinity (normalized) is 0.0169. (6) The peptide sequence is IRPGLLIGFGLRTLW. The MHC is DRB1_0101 with pseudo-sequence DRB1_0101. The binding affinity (normalized) is 0.528. (7) The peptide sequence is QEVFKAIQSLKTTEV. The MHC is HLA-DQA10401-DQB10402 with pseudo-sequence HLA-DQA10401-DQB10402. The binding affinity (normalized) is 0.293. (8) The peptide sequence is MTDPHAMRDMAGRFE. The MHC is DRB1_1101 with pseudo-sequence DRB1_1101. The binding affinity (normalized) is 0.191. (9) The peptide sequence is APPPQLPRPPATPPP. The MHC is DRB1_1201 with pseudo-sequence DRB1_1201. The binding affinity (normalized) is 0.